Predict which catalyst facilitates the given reaction. From a dataset of Catalyst prediction with 721,799 reactions and 888 catalyst types from USPTO. (1) Reactant: [CH2:1]([O:8][C:9]1[CH:10]=[C:11]([NH2:15])[CH:12]=[CH:13][CH:14]=1)[C:2]1[CH:7]=[CH:6][CH:5]=[CH:4][CH:3]=1.[CH3:16][C:17]1([CH3:25])[O:22][C:21](=[O:23])[CH2:20][C:19](=[O:24])[O:18]1.[CH2:26](OC(OCC)OCC)C. Product: [CH2:1]([O:8][C:9]1[CH:10]=[C:11]([NH:15][CH:26]=[C:20]2[C:21](=[O:23])[O:22][C:17]([CH3:25])([CH3:16])[O:18][C:19]2=[O:24])[CH:12]=[CH:13][CH:14]=1)[C:2]1[CH:3]=[CH:4][CH:5]=[CH:6][CH:7]=1. The catalyst class is: 14. (2) Reactant: Br[C:2]1[CH:3]=[CH:4][C:5]([O:8][CH:9]([F:11])[F:10])=[N:6][CH:7]=1.[Li]C(C)(C)C.CN([CH:20]=[O:21])C.Cl. Product: [F:10][CH:9]([F:11])[O:8][C:5]1[CH:4]=[CH:3][C:2]([CH:20]=[O:21])=[CH:7][N:6]=1. The catalyst class is: 1.